This data is from Catalyst prediction with 721,799 reactions and 888 catalyst types from USPTO. The task is: Predict which catalyst facilitates the given reaction. (1) Reactant: [F:1][C:2]1[CH:7]=[CH:6][C:5]([C:8]2[C:9]([N:14]3[CH2:19][CH2:18][NH:17][CH2:16][CH2:15]3)=[N:10][CH:11]=[CH:12][N:13]=2)=[CH:4][CH:3]=1.[CH2:20]([O:22][C:23](=[O:31])[CH2:24][N:25]1[C:29]([CH3:30])=[CH:28][CH:27]=[N:26]1)[CH3:21].[C:32](O)(=O)C.C=O. Product: [CH2:20]([O:22][C:23](=[O:31])[CH2:24][N:25]1[C:29]([CH3:30])=[C:28]([CH2:32][N:17]2[CH2:16][CH2:15][N:14]([C:9]3[C:8]([C:5]4[CH:6]=[CH:7][C:2]([F:1])=[CH:3][CH:4]=4)=[N:13][CH:12]=[CH:11][N:10]=3)[CH2:19][CH2:18]2)[CH:27]=[N:26]1)[CH3:21]. The catalyst class is: 8. (2) Reactant: [Br:1][C:2]1[C:3]([CH:27]([CH3:29])[CH3:28])=[N:4][N:5]([C:17]2[CH:22]=[CH:21][N:20]=[C:19](S(C)(=O)=O)[N:18]=2)[C:6]=1[C:7]1[CH:12]=[CH:11][CH:10]=[C:9]([C:13]([F:16])([F:15])[F:14])[CH:8]=1.[CH3:30][O-:31].[Na+]. Product: [Br:1][C:2]1[C:3]([CH:27]([CH3:29])[CH3:28])=[N:4][N:5]([C:17]2[CH:22]=[CH:21][N:20]=[C:19]([O:31][CH3:30])[N:18]=2)[C:6]=1[C:7]1[CH:12]=[CH:11][CH:10]=[C:9]([C:13]([F:16])([F:15])[F:14])[CH:8]=1. The catalyst class is: 5. (3) Reactant: [C:1]([Si:5]([C:18]([CH3:21])([CH3:20])[CH3:19])(O)[CH2:6][C:7]([O:9][CH2:10][C:11]1[CH:16]=[CH:15][CH:14]=[CH:13][CH:12]=1)=[O:8])([CH3:4])([CH3:3])[CH3:2].COC1C=C(O)C(=CC=1)C=O.B(F)(F)[F:34].CCOCC.O. Product: [C:1]([Si:5]([C:18]([CH3:21])([CH3:20])[CH3:19])([F:34])[CH2:6][C:7]([O:9][CH2:10][C:11]1[CH:16]=[CH:15][CH:14]=[CH:13][CH:12]=1)=[O:8])([CH3:4])([CH3:3])[CH3:2]. The catalyst class is: 4. (4) Product: [Br:1][C:2]1[CH:7]=[CH:6][CH:5]=[CH:4][C:3]=1[C:8]1[N:19]([C:20]2[CH:25]=[CH:24][C:23]([CH3:26])=[CH:22][CH:21]=2)[C:12](=[O:14])[C:11]2[C:10](=[CH:18][CH:17]=[CH:16][CH:15]=2)[N:9]=1. Reactant: [Br:1][C:2]1[CH:7]=[CH:6][CH:5]=[CH:4][C:3]=1[C:8]1O[C:12](=[O:14])[C:11]2[CH:15]=[CH:16][CH:17]=[CH:18][C:10]=2[N:9]=1.[NH2:19][C:20]1[CH:25]=[CH:24][C:23]([CH3:26])=[CH:22][CH:21]=1. The catalyst class is: 86. (5) The catalyst class is: 146. Product: [CH3:1][C:2]1[N:11]=[C:12]([C:13]([O:15][CH2:16][CH3:17])=[O:14])[S:20][C:3]=1[C:4]1[CH:9]=[CH:8][CH:7]=[CH:6][CH:5]=1. Reactant: [CH3:1][CH:2]([NH:11][C:12](=O)[C:13]([O:15][CH2:16][CH3:17])=[O:14])[C:3](=O)[C:4]1[CH:9]=[CH:8][CH:7]=[CH:6][CH:5]=1.P12(SP3(SP(SP(S3)(S1)=S)(=S)S2)=S)=[S:20].C([O-])([O-])=O.[K+].[K+].[OH-].[Na+]. (6) Reactant: [OH:1][C@@H:2]1[CH2:7][CH2:6][O:5][C:3]1=[O:4].C(N(CC)CC)C.[C:15](=O)([O:24]N1C(=O)CCC1=O)[O:16][N:17]1[C:21](=[O:22])[CH2:20][CH2:19][C:18]1=[O:23]. Product: [O:4]=[C:3]1[C@H:2]([O:1][C:15]([O:16][N:17]2[C:21](=[O:22])[CH2:20][CH2:19][C:18]2=[O:23])=[O:24])[CH2:7][CH2:6][O:5]1. The catalyst class is: 10.